This data is from Full USPTO retrosynthesis dataset with 1.9M reactions from patents (1976-2016). The task is: Predict the reactants needed to synthesize the given product. Given the product [NH:1]1[CH:5]=[C:4]([CH2:6][CH:7]2[CH2:16][C:15]3[N:14]=[C:13]([CH3:18])[CH:12]=[CH:11][C:10]=3[CH2:9][CH2:8]2)[N:3]=[CH:2]1, predict the reactants needed to synthesize it. The reactants are: [NH:1]1[CH:5]=[C:4]([CH:6]=[C:7]2[C:16](=O)[C:15]3[N:14]=[C:13]([CH3:18])[CH:12]=[CH:11][C:10]=3[CH2:9][CH2:8]2)[N:3]=[CH:2]1.[H][H].Cl(O)(=O)(=O)=O.[OH-].[Na+].